This data is from Choline transporter screen with 302,306 compounds. The task is: Binary Classification. Given a drug SMILES string, predict its activity (active/inactive) in a high-throughput screening assay against a specified biological target. The molecule is S(Cc1n(CC)c(=S)[nH]n1)Cc1ccccc1. The result is 0 (inactive).